This data is from Peptide-MHC class I binding affinity with 185,985 pairs from IEDB/IMGT. The task is: Regression. Given a peptide amino acid sequence and an MHC pseudo amino acid sequence, predict their binding affinity value. This is MHC class I binding data. (1) The peptide sequence is VTDSQYALGI. The MHC is HLA-B54:01 with pseudo-sequence HLA-B54:01. The binding affinity (normalized) is 0. (2) The peptide sequence is EEFRQYTAF. The MHC is Mamu-A11 with pseudo-sequence Mamu-A11. The binding affinity (normalized) is 0.0718. (3) The peptide sequence is YLKKLDDFY. The MHC is HLA-B57:01 with pseudo-sequence HLA-B57:01. The binding affinity (normalized) is 0.0847. (4) The peptide sequence is GTMPSLTMAC. The MHC is HLA-A68:02 with pseudo-sequence HLA-A68:02. The binding affinity (normalized) is 0. (5) The peptide sequence is IHLDKGGQF. The MHC is HLA-B15:09 with pseudo-sequence HLA-B15:09. The binding affinity (normalized) is 0.180. (6) The peptide sequence is EFLTRNPAW. The MHC is HLA-A30:02 with pseudo-sequence HLA-A30:02. The binding affinity (normalized) is 0. (7) The peptide sequence is RPQASGVYM. The MHC is H-2-Ld with pseudo-sequence H-2-Ld. The binding affinity (normalized) is 0.930. (8) The peptide sequence is RQMRASAPL. The MHC is HLA-A68:23 with pseudo-sequence HLA-A68:23. The binding affinity (normalized) is 0.898. (9) The peptide sequence is KQAKAPESK. The MHC is HLA-B27:05 with pseudo-sequence HLA-B27:05. The binding affinity (normalized) is 0.394.